This data is from Full USPTO retrosynthesis dataset with 1.9M reactions from patents (1976-2016). The task is: Predict the reactants needed to synthesize the given product. (1) Given the product [CH3:24][S:16][C:15](=[NH:17])[CH2:14][C:11]1[CH:12]=[CH:13][C:8]2[S:7][C:6]3[N:18]=[CH:19][CH:20]=[N:21][C:5]=3[N:4]([CH2:3][O:2][CH3:1])[C:9]=2[CH:10]=1, predict the reactants needed to synthesize it. The reactants are: [CH3:1][O:2][CH2:3][N:4]1[C:9]2[CH:10]=[C:11]([CH2:14][C:15]([NH2:17])=[S:16])[CH:12]=[CH:13][C:8]=2[S:7][C:6]2[N:18]=[CH:19][CH:20]=[N:21][C:5]1=2.CI.[C:24](OCC)(=O)C.C(=O)([O-])[O-].[K+].[K+]. (2) Given the product [CH3:12][O:11][C:4]1[CH:3]=[C:2]([NH:13][CH2:14][C:15]([CH3:18])([OH:17])[CH3:16])[CH:7]=[CH:6][C:5]=1[N+:8]([O-:10])=[O:9], predict the reactants needed to synthesize it. The reactants are: F[C:2]1[CH:7]=[CH:6][C:5]([N+:8]([O-:10])=[O:9])=[C:4]([O:11][CH3:12])[CH:3]=1.[NH2:13][CH2:14][C:15]([CH3:18])([OH:17])[CH3:16].CN1CCCC1=O.CCN(C(C)C)C(C)C. (3) Given the product [N:25]1([C:8]([C:7]2[CH:6]=[CH:5][C:4]([B:1]([OH:2])[OH:3])=[CH:12][CH:11]=2)=[O:10])[CH2:26][CH2:27][CH2:28]1, predict the reactants needed to synthesize it. The reactants are: [B:1]([C:4]1[CH:12]=[CH:11][C:7]([C:8]([OH:10])=O)=[CH:6][CH:5]=1)([OH:3])[OH:2].F[P-](F)(F)(F)(F)F.N1(OC(N(C)C)=[N+](C)C)C2[N:25]=[CH:26][CH:27]=[CH:28]C=2N=N1.C(N(CC)C(C)C)(C)C.N1CCC1. (4) Given the product [C:18]([O:22][C:23]([N:2]1[CH2:10][CH2:9][CH2:8][CH:4]([C:5]([OH:7])=[O:6])[CH2:3]1)=[O:24])([CH3:21])([CH3:20])[CH3:19], predict the reactants needed to synthesize it. The reactants are: Cl.[NH:2]1[CH2:10][CH2:9][CH2:8][C@H:4]([C:5]([OH:7])=[O:6])[CH2:3]1.C(N(CC)CC)C.[C:18]([O:22][C:23](O[C:23]([O:22][C:18]([CH3:21])([CH3:20])[CH3:19])=[O:24])=[O:24])([CH3:21])([CH3:20])[CH3:19].